From a dataset of Full USPTO retrosynthesis dataset with 1.9M reactions from patents (1976-2016). Predict the reactants needed to synthesize the given product. (1) Given the product [N+:8]([C:5]1[CH:6]=[CH:7][C:2]2[N:3]([C:12]([C:15]([O:17][CH2:18][CH3:19])=[O:16])=[CH:13][N:1]=2)[CH:4]=1)([O-:10])=[O:9], predict the reactants needed to synthesize it. The reactants are: [NH2:1][C:2]1[CH:7]=[CH:6][C:5]([N+:8]([O-:10])=[O:9])=[CH:4][N:3]=1.Cl/[C:12](/[C:15]([O:17][CH2:18][CH3:19])=[O:16])=[CH:13]/[O-].[K+].S(=O)(=O)(O)O. (2) Given the product [CH3:29][C:30]1[CH:35]=[C:34]([C:2]2[CH:7]=[CH:6][C:5]([CH2:8][N:9]3[CH2:10][CH2:11][N:12]([C:15]([O:17][C:18]([CH3:20])([CH3:19])[CH3:21])=[O:16])[CH2:13][CH2:14]3)=[C:4]([O:22][C:23]3[CH:24]=[CH:25][CH:26]=[CH:27][CH:28]=3)[CH:3]=2)[CH:33]=[CH:32][CH:31]=1, predict the reactants needed to synthesize it. The reactants are: Br[C:2]1[CH:7]=[CH:6][C:5]([CH2:8][N:9]2[CH2:14][CH2:13][N:12]([C:15]([O:17][C:18]([CH3:21])([CH3:20])[CH3:19])=[O:16])[CH2:11][CH2:10]2)=[C:4]([O:22][C:23]2[CH:28]=[CH:27][CH:26]=[CH:25][CH:24]=2)[CH:3]=1.[CH3:29][C:30]1[CH:31]=[C:32](B(O)O)[CH:33]=[CH:34][CH:35]=1.C(=O)([O-])[O-].[K+].[K+].O1CCOCC1. (3) Given the product [CH2:1]([N:8]([CH2:10][C:11]1[C:12]2[C:43](=[O:45])[N:64]([C:63]3[CH:62]=[CH:61][C:60]([C:57]([OH:56])([CH3:58])[CH3:59])=[CH:66][CH:65]=3)[C:29](=[O:30])[N:28]([CH2:34][C:35]3[C:36]([F:42])=[CH:37][CH:38]=[CH:39][C:40]=3[F:41])[C:13]=2[S:14][C:15]=1[C:16]1[CH:21]=[CH:20][C:19]([NH:22][C:23]([NH:25][O:26][CH3:27])=[O:24])=[CH:18][CH:17]=1)[CH3:9])[C:2]1[CH:3]=[CH:4][CH:5]=[CH:6][CH:7]=1, predict the reactants needed to synthesize it. The reactants are: [CH2:1]([N:8]([CH2:10][C:11]1[C:12]([C:43]([OH:45])=O)=[C:13]([N:28]([CH2:34][C:35]2[C:40]([F:41])=[CH:39][CH:38]=[CH:37][C:36]=2[F:42])[C:29](OCC)=[O:30])[S:14][C:15]=1[C:16]1[CH:21]=[CH:20][C:19]([NH:22][C:23]([NH:25][O:26][CH3:27])=[O:24])=[CH:18][CH:17]=1)[CH3:9])[C:2]1[CH:7]=[CH:6][CH:5]=[CH:4][CH:3]=1.P(C#N)(OCC)(OCC)=O.[OH:56][C:57]([C:60]1[CH:66]=[CH:65][C:63]([NH2:64])=[CH:62][CH:61]=1)([CH3:59])[CH3:58].C(N(C(C)C)C(C)C)C.[O-]CC.[Na+]. (4) The reactants are: [S:1]1[C:5]([C@H:6]([O:31][Si](C(C)(C)C)(C2C=CC=CC=2)C2C=CC=CC=2)/[CH:7]=[CH:8]/[C@H:9]2[C:13](=[CH2:14])[CH2:12][C@H:11]([O:15][CH:16]3[CH2:21][CH2:20][CH2:19][CH2:18][O:17]3)[C@@H:10]2[CH2:22]/[CH:23]=[CH:24]\[CH2:25][CH2:26][CH2:27][C:28]([OH:30])=[O:29])=[CH:4][C:3]2[CH:49]=[CH:50][CH:51]=[CH:52][C:2]1=2.CCCC[N+](CCCC)(CCCC)CCCC.[F-].O. Given the product [S:1]1[C:5]([C@H:6]([OH:31])/[CH:7]=[CH:8]/[C@H:9]2[C:13](=[CH2:14])[CH2:12][C@H:11]([O:15][CH:16]3[CH2:21][CH2:20][CH2:19][CH2:18][O:17]3)[C@@H:10]2[CH2:22]/[CH:23]=[CH:24]\[CH2:25][CH2:26][CH2:27][C:28]([OH:30])=[O:29])=[CH:4][C:3]2[CH:49]=[CH:50][CH:51]=[CH:52][C:2]1=2, predict the reactants needed to synthesize it. (5) Given the product [OH:35][C:24]1[CH:25]=[CH:26][CH:27]=[C:28]([O:29][C@@H:30]2[CH2:34][CH2:33][O:32][CH2:31]2)[C:23]=1[C:22]([NH:12][OH:13])=[O:21], predict the reactants needed to synthesize it. The reactants are: C(=O)([O-])[O-].[K+].[K+].S(O)(O)(=O)=O.[NH2:12][OH:13].S([O-])([O-])=O.[Na+].[Na+].C[O:21][C:22](=O)[C:23]1[C:28]([O:29][C@@H:30]2[CH2:34][CH2:33][O:32][CH2:31]2)=[CH:27][CH:26]=[CH:25][C:24]=1[OH:35]. (6) Given the product [Cl:22][C:10]1[C:11]2[N:15]=[N:14][N:13]([CH2:16][CH:17]3[CH2:19][CH2:18]3)[C:12]=2[CH:20]=[CH:21][C:9]=1[O:8][C:3]1[C:2]([C:29]([OH:30])([CH3:31])[CH3:28])=[CH:7][CH:6]=[CH:5][N:4]=1, predict the reactants needed to synthesize it. The reactants are: Br[C:2]1[C:3]([O:8][C:9]2[CH:21]=[CH:20][C:12]3[N:13]([CH2:16][CH:17]4[CH2:19][CH2:18]4)[N:14]=[N:15][C:11]=3[C:10]=2[Cl:22])=[N:4][CH:5]=[CH:6][CH:7]=1.C([Li])CCC.[CH3:28][C:29]([CH3:31])=[O:30].O.